From a dataset of Catalyst prediction with 721,799 reactions and 888 catalyst types from USPTO. Predict which catalyst facilitates the given reaction. (1) Reactant: [H-].[Li+].[Al+3].[H-].[H-].[H-].[Br:7][C:8]1[CH:17]=[CH:16][C:11]([C:12](OC)=[O:13])=[CH:10][C:9]=1[S:18](=[O:25])(=[O:24])[NH:19][C:20]([CH3:23])([CH3:22])[CH3:21].O.[OH-].[Na+]. Product: [Br:7][C:8]1[CH:17]=[CH:16][C:11]([CH2:12][OH:13])=[CH:10][C:9]=1[S:18]([NH:19][C:20]([CH3:23])([CH3:22])[CH3:21])(=[O:24])=[O:25]. The catalyst class is: 7. (2) Reactant: C([O:8][C:9]1[CH:21]=[CH:20][C:19]2[C:18]3[C:13](=[CH:14][CH:15]=[CH:16][CH:17]=3)[N:12]([C:22]3[CH:27]=[C:26]([C:28]([CH3:31])([CH3:30])[CH3:29])[CH:25]=[CH:24][N:23]=3)[C:11]=2[CH:10]=1)C1C=CC=CC=1.CC1C(C)=C(C)C(C)=C(C)C=1.B(Cl)(Cl)Cl. Product: [C:28]([C:26]1[CH:25]=[CH:24][N:23]=[C:22]([N:12]2[C:11]3[CH:10]=[C:9]([OH:8])[CH:21]=[CH:20][C:19]=3[C:18]3[C:13]2=[CH:14][CH:15]=[CH:16][CH:17]=3)[CH:27]=1)([CH3:31])([CH3:29])[CH3:30]. The catalyst class is: 4. (3) Reactant: [C:1]1([C:7]2[CH:8]=[N:9][NH:10][C:11]=2[NH2:12])[CH:6]=[CH:5][CH:4]=[CH:3][CH:2]=1.[O:13]1[C:17]2[CH:18]=[CH:19][C:20]([C:22](=O)[CH2:23][C:24](OCC)=[O:25])=[CH:21][C:16]=2[O:15][CH2:14]1. Product: [O:13]1[C:17]2[CH:18]=[CH:19][C:20]([C:22]3[NH:12][C:11]4[N:10]([N:9]=[CH:8][C:7]=4[C:1]4[CH:2]=[CH:3][CH:4]=[CH:5][CH:6]=4)[C:24](=[O:25])[CH:23]=3)=[CH:21][C:16]=2[O:15][CH2:14]1. The catalyst class is: 15. (4) Reactant: [C:1]([O:5][C:6]([N:8]1[CH2:12][CH2:11][C@@H:10]([C:13](O)=[O:14])[CH2:9]1)=[O:7])([CH3:4])([CH3:3])[CH3:2].B.C1COCC1. Product: [OH:14][CH2:13][C@@H:10]1[CH2:11][CH2:12][N:8]([C:6]([O:5][C:1]([CH3:4])([CH3:3])[CH3:2])=[O:7])[CH2:9]1. The catalyst class is: 1. (5) Reactant: [Cl:1][C:2]1[CH:27]=[CH:26][C:5]2[N:6]([CH2:9][C:10]3[C:18]4[C:13](=[N:14][CH:15]=[CH:16][CH:17]=4)[N:12](C(OC(C)(C)C)=O)[N:11]=3)[N:7]=[N:8][C:4]=2[C:3]=1[O:28][C:29]1[CH:34]=[C:33]([Cl:35])[CH:32]=[C:31]([C:36]#[N:37])[C:30]=1[Cl:38]. Product: [Cl:38][C:30]1[C:29]([O:28][C:3]2[C:4]3[N:8]=[N:7][N:6]([CH2:9][C:10]4[C:18]5[C:13](=[N:14][CH:15]=[CH:16][CH:17]=5)[NH:12][N:11]=4)[C:5]=3[CH:26]=[CH:27][C:2]=2[Cl:1])=[CH:34][C:33]([Cl:35])=[CH:32][C:31]=1[C:36]#[N:37]. The catalyst class is: 67.